This data is from Reaction yield outcomes from USPTO patents with 853,638 reactions. The task is: Predict the reaction yield, written as a fraction of the theoretical maximum amount of product (1.0 means a 100% yield; for example, 0.34 means a 34% yield). (1) The reactants are [Cl:1][C:2]1[CH:7]=[CH:6][CH:5]=[CH:4][C:3]=1[NH:8][C:9](NC1C=C2C(=CC=1)N(CCC)NC2=O)=[O:10].C(N1C2C(=CC([N+]([O-])=O)=CC=2)C(=O)N1)C=C. No catalyst specified. The product is [Cl:1][C:2]1[CH:7]=[CH:6][CH:5]=[CH:4][C:3]=1[N:8]=[C:9]=[O:10]. The yield is 0.820. (2) No catalyst specified. The product is [Br:1][C:2]1[C:3]([OH:10])=[C:4]([C:7]([NH:16][C:15]2[CH:17]=[C:18]([C:20]([F:21])([F:22])[F:23])[CH:19]=[C:13]([C:12]([F:11])([F:24])[F:25])[CH:14]=2)=[O:9])[S:5][CH:6]=1. The reactants are [Br:1][C:2]1[C:3]([OH:10])=[C:4]([C:7]([OH:9])=O)[S:5][CH:6]=1.[F:11][C:12]([F:25])([F:24])[C:13]1[CH:14]=[C:15]([CH:17]=[C:18]([C:20]([F:23])([F:22])[F:21])[CH:19]=1)[NH2:16]. The yield is 0.824. (3) The reactants are Cl[C:2](Cl)([O:4]C(=O)OC(Cl)(Cl)Cl)Cl.[CH2:13]([O:20][NH:21][C@H:22]1[CH2:27][NH:26][C@H:25]([C:28]([O:30][CH2:31][CH3:32])=[O:29])[CH2:24][CH2:23]1)[C:14]1[CH:19]=[CH:18][CH:17]=[CH:16][CH:15]=1.CCN(C(C)C)C(C)C. The product is [CH2:13]([O:20][N:21]1[C:2](=[O:4])[N:26]2[CH2:27][C@H:22]1[CH2:23][CH2:24][C@H:25]2[C:28]([O:30][CH2:31][CH3:32])=[O:29])[C:14]1[CH:15]=[CH:16][CH:17]=[CH:18][CH:19]=1. The yield is 0.500. The catalyst is C(Cl)Cl. (4) The reactants are [NH2:1][C:2]1[CH:10]=[C:9]([F:11])[CH:8]=[CH:7][C:3]=1[C:4]([OH:6])=[O:5].S(Cl)(Cl)=O.[CH2:16](O)[CH3:17]. No catalyst specified. The product is [NH2:1][C:2]1[CH:10]=[C:9]([F:11])[CH:8]=[CH:7][C:3]=1[C:4]([O:6][CH2:16][CH3:17])=[O:5]. The yield is 0.940. (5) No catalyst specified. The yield is 0.510. The reactants are O.[NH2:2][NH2:3].[Cl:4][C:5]1[N:10]=[C:9]([C:11]([O:13][CH3:14])=[O:12])[CH:8]=[C:7](Cl)[N:6]=1. The product is [Cl:4][C:5]1[N:10]=[C:9]([C:11]([O:13][CH3:14])=[O:12])[CH:8]=[C:7]([NH:2][NH2:3])[N:6]=1. (6) The reactants are [OH:1][C:2]1[CH:9]=[CH:8][C:5]([CH:6]=[O:7])=[CH:4][C:3]=1[N+:10]([O-:12])=[O:11].C(=O)([O-])[O-].[K+].[K+].CN(C=O)C.[CH2:24](I)[CH3:25]. The catalyst is O. The product is [CH2:24]([O:1][C:2]1[CH:9]=[CH:8][C:5]([CH:6]=[O:7])=[CH:4][C:3]=1[N+:10]([O-:12])=[O:11])[CH3:25]. The yield is 0.990. (7) The catalyst is C(Cl)Cl. The yield is 0.920. The product is [C:21](=[O:22])([O:10][C:5]1[CH:6]=[CH:7][CH:8]=[CH:9][C:4]=1[O:3][C:2]([F:11])([F:12])[F:1])[O:23][CH3:24]. The reactants are [F:1][C:2]([F:12])([F:11])[O:3][C:4]1[CH:9]=[CH:8][CH:7]=[CH:6][C:5]=1[OH:10].C(N(CC)CC)C.Cl[C:21]([O:23][CH3:24])=[O:22]. (8) The product is [N:2]1([CH2:7][C:8]([N:20]2[C:21](=[O:22])[C@H:17]([CH2:16][C:15]3[CH:40]=[CH:41][C:12]([F:11])=[CH:13][CH:14]=3)[CH2:18][C@H:19]2[C:23]([NH:25][C:26]2[CH:31]=[CH:30][C:29]([O:32][C:33]3[CH:34]=[CH:35][C:36]([F:39])=[CH:37][CH:38]=3)=[CH:28][CH:27]=2)=[O:24])=[O:10])[CH:6]=[N:5][CH:4]=[N:3]1. The reactants are Cl.[N:2]1([CH2:7][C:8]([OH:10])=O)[CH:6]=[N:5][CH:4]=[N:3]1.[F:11][C:12]1[CH:41]=[CH:40][C:15]([CH2:16][C@H:17]2[C:21](=[O:22])[NH:20][C@H:19]([C:23]([NH:25][C:26]3[CH:31]=[CH:30][C:29]([O:32][C:33]4[CH:38]=[CH:37][C:36]([F:39])=[CH:35][CH:34]=4)=[CH:28][CH:27]=3)=[O:24])[CH2:18]2)=[CH:14][CH:13]=1. The yield is 0.0400. No catalyst specified. (9) The reactants are [CH:1]1([N:6]2[C:11]3[N:12]=[C:13]([NH:16][C:17]4[CH:22]=[CH:21][C:20]([N:23]5[CH2:28][CH:27]([CH3:29])[O:26][CH:25]([CH3:30])[CH2:24]5)=[CH:19][N:18]=4)[N:14]=[CH:15][C:10]=3[C:9]([CH3:31])=[C:8]([C:32]([O:34]CC)=[CH2:33])[C:7]2=[O:37])[CH2:5][CH2:4][CH2:3][CH2:2]1.Cl. The catalyst is C(OCC)(=O)C.ClCCl.C([O-])(O)=O.[Na+]. The product is [C:32]([C:8]1[C:7](=[O:37])[N:6]([CH:1]2[CH2:5][CH2:4][CH2:3][CH2:2]2)[C:11]2[N:12]=[C:13]([NH:16][C:17]3[CH:22]=[CH:21][C:20]([N:23]4[CH2:24][CH:25]([CH3:30])[O:26][CH:27]([CH3:29])[CH2:28]4)=[CH:19][N:18]=3)[N:14]=[CH:15][C:10]=2[C:9]=1[CH3:31])(=[O:34])[CH3:33]. The yield is 0.384. (10) The reactants are [CH3:1][C:2]1([CH3:22])[C:6]([CH3:8])([CH3:7])[O:5][B:4]([C:9]2[CH:14]=[CH:13][C:12]([N:15]3[CH2:20][CH2:19][CH:18]([OH:21])[CH2:17][CH2:16]3)=[CH:11][CH:10]=2)[O:3]1.[H-].[Na+].[CH3:25]I.O. The catalyst is CN(C=O)C. The product is [CH3:25][O:21][CH:18]1[CH2:19][CH2:20][N:15]([C:12]2[CH:11]=[CH:10][C:9]([B:4]3[O:3][C:2]([CH3:22])([CH3:1])[C:6]([CH3:7])([CH3:8])[O:5]3)=[CH:14][CH:13]=2)[CH2:16][CH2:17]1. The yield is 0.200.